Dataset: Reaction yield outcomes from USPTO patents with 853,638 reactions. Task: Predict the reaction yield, written as a fraction of the theoretical maximum amount of product (1.0 means a 100% yield; for example, 0.34 means a 34% yield). (1) The reactants are [CH3:1][C:2]1[CH:7]=[CH:6][C:5]([C:8]2(C(C3CCCCO3)=O)[C:16]3[C:11](=[CH:12][CH:13]=[C:14]([C:17]4[N:21]=[CH:20][N:19](C5C=CC(C)=C(C)C=5C)[N:18]=4)[CH:15]=3)[NH:10][NH:9]2)=[CH:4][CH:3]=1.[OH-].[Na+]. The catalyst is Cl.O1CCOCC1. The product is [CH3:1][C:2]1[CH:7]=[CH:6][C:5]([C:8]2[C:16]3[C:11](=[CH:12][CH:13]=[C:14]([C:17]4[N:21]=[CH:20][NH:19][N:18]=4)[CH:15]=3)[NH:10][N:9]=2)=[CH:4][CH:3]=1. The yield is 0.400. (2) The reactants are [CH:1]1([NH:5][N:6]2[C:15]3[C:10](=[CH:11][CH:12]=[CH:13][CH:14]=3)[C:9]([OH:16])=[C:8]([C:17]3[NH:22][C:21]4[CH:23]=[CH:24][C:25]([NH:27][S:28](=[O:41])(=[O:40])[NH:29][C:30]([O:32][CH2:33][C:34]5[CH:39]=[CH:38][CH:37]=[CH:36][CH:35]=5)=[O:31])=[CH:26][C:20]=4[S:19](=[O:43])(=[O:42])[N:18]=3)[C:7]2=[O:44])[CH2:4][CH2:3][CH2:2]1.[CH3:45][Si](C=[N+]=[N-])(C)C. The catalyst is O1CCCC1.CO. The product is [CH:1]1([NH:5][N:6]2[C:15]3[C:10](=[CH:11][CH:12]=[CH:13][CH:14]=3)[C:9]([OH:16])=[C:8]([C:17]3[NH:22][C:21]4[CH:23]=[CH:24][C:25]([NH:27][S:28](=[O:41])(=[O:40])[N:29]([CH3:45])[C:30]([O:32][CH2:33][C:34]5[CH:35]=[CH:36][CH:37]=[CH:38][CH:39]=5)=[O:31])=[CH:26][C:20]=4[S:19](=[O:43])(=[O:42])[N:18]=3)[C:7]2=[O:44])[CH2:4][CH2:3][CH2:2]1. The yield is 0.980. (3) The reactants are [NH2:1][C:2]1[CH:7]=[CH:6][CH:5]=[CH:4][N:3]=1.N[C:9]1[CH:13]=CS[C:10]=1[C:14]([O:16][CH3:17])=[O:15].[CH2:18]1COCC1. No catalyst specified. The product is [CH2:17]([O:16][C:14](=[O:15])[CH2:10][C:9]1[N:1]=[C:2]2[CH:7]=[CH:6][CH:5]=[CH:4][N:3]2[CH:13]=1)[CH3:18]. The yield is 0.150. (4) The reactants are Cl[C:2]1[N:7]=[C:6]([NH:8][C:9]2[C:14]([CH3:15])=[CH:13][C:12]([CH3:16])=[CH:11][C:10]=2[CH3:17])[N:5]=[C:4]([NH:18][C:19]2[CH:26]=[CH:25][C:22]([C:23]#[N:24])=[CH:21][CH:20]=2)[N:3]=1.[NH3:27]. The yield is 0.661. The catalyst is CC(O)C.O1CCOCC1. The product is [NH2:27][C:2]1[N:7]=[C:6]([NH:8][C:9]2[C:14]([CH3:15])=[CH:13][C:12]([CH3:16])=[CH:11][C:10]=2[CH3:17])[N:5]=[C:4]([NH:18][C:19]2[CH:26]=[CH:25][C:22]([C:23]#[N:24])=[CH:21][CH:20]=2)[N:3]=1.